This data is from NCI-60 drug combinations with 297,098 pairs across 59 cell lines. The task is: Regression. Given two drug SMILES strings and cell line genomic features, predict the synergy score measuring deviation from expected non-interaction effect. (1) Drug 1: CC12CCC3C(C1CCC2=O)CC(=C)C4=CC(=O)C=CC34C. Drug 2: C1=CC(=CC=C1C#N)C(C2=CC=C(C=C2)C#N)N3C=NC=N3. Cell line: NCI-H322M. Synergy scores: CSS=7.77, Synergy_ZIP=2.64, Synergy_Bliss=3.44, Synergy_Loewe=5.47, Synergy_HSA=4.39. (2) Drug 1: CCCCC(=O)OCC(=O)C1(CC(C2=C(C1)C(=C3C(=C2O)C(=O)C4=C(C3=O)C=CC=C4OC)O)OC5CC(C(C(O5)C)O)NC(=O)C(F)(F)F)O. Drug 2: C1CCC(C(C1)N)N.C(=O)(C(=O)[O-])[O-].[Pt+4]. Cell line: OVCAR3. Synergy scores: CSS=30.0, Synergy_ZIP=-5.41, Synergy_Bliss=-6.36, Synergy_Loewe=-17.9, Synergy_HSA=-6.25.